From a dataset of Forward reaction prediction with 1.9M reactions from USPTO patents (1976-2016). Predict the product of the given reaction. (1) Given the reactants C(O)(C(F)(F)F)=O.[Br:8][C:9]1[CH:10]=[C:11]2[C:15](=[CH:16][CH:17]=1)[N:14]([CH:18]1[CH2:23][CH2:22][N:21]([C:24](OC(C)(C)C)=O)[CH2:20][CH2:19]1)[CH2:13][CH2:12]2.C(=O)[C:32]1[CH:37]=[CH:36][N:35]=[CH:34][CH:33]=1.[BH-](OC(C)=O)(OC(C)=O)OC(C)=O.[Na+], predict the reaction product. The product is: [Br:8][C:9]1[CH:10]=[C:11]2[C:15](=[CH:16][CH:17]=1)[N:14]([CH:18]1[CH2:19][CH2:20][N:21]([CH2:24][C:32]3[CH:37]=[CH:36][N:35]=[CH:34][CH:33]=3)[CH2:22][CH2:23]1)[CH2:13][CH2:12]2. (2) The product is: [NH2:8][CH2:9][CH2:10][CH2:11][O:12][C:13]1[CH:14]=[C:15]([CH:31]=[CH:32][CH:33]=1)[O:16][C:17]1[CH:18]=[CH:19][C:20]2[CH:24]([CH2:25][C:26]([OH:28])=[O:27])[O:23][B:22]([OH:29])[C:21]=2[CH:30]=1. Given the reactants C(OC([NH:8][CH2:9][CH2:10][CH2:11][O:12][C:13]1[CH:14]=[C:15]([CH:31]=[CH:32][CH:33]=1)[O:16][C:17]1[CH:18]=[CH:19][C:20]2[C@@H:24]([CH2:25][C:26]([OH:28])=[O:27])[O:23][B:22]([OH:29])[C:21]=2[CH:30]=1)=O)(C)(C)C.Cl, predict the reaction product.